Dataset: NCI-60 drug combinations with 297,098 pairs across 59 cell lines. Task: Regression. Given two drug SMILES strings and cell line genomic features, predict the synergy score measuring deviation from expected non-interaction effect. (1) Drug 1: CC(CN1CC(=O)NC(=O)C1)N2CC(=O)NC(=O)C2. Drug 2: C1=NC2=C(N1)C(=S)N=CN2. Cell line: EKVX. Synergy scores: CSS=16.8, Synergy_ZIP=2.51, Synergy_Bliss=7.63, Synergy_Loewe=6.79, Synergy_HSA=8.07. (2) Drug 1: C1=CC(=CC=C1CC(C(=O)O)N)N(CCCl)CCCl.Cl. Drug 2: CC1=C(C(=CC=C1)Cl)NC(=O)C2=CN=C(S2)NC3=CC(=NC(=N3)C)N4CCN(CC4)CCO. Cell line: HOP-62. Synergy scores: CSS=21.7, Synergy_ZIP=0.913, Synergy_Bliss=6.89, Synergy_Loewe=-31.3, Synergy_HSA=4.88.